This data is from Full USPTO retrosynthesis dataset with 1.9M reactions from patents (1976-2016). The task is: Predict the reactants needed to synthesize the given product. (1) Given the product [C:22]([N:18]1[C:19]2[C:14](=[C:13]3[CH:8]=[CH:9][C:10](=[O:27])[O:11][C:12]3=[CH:21][CH:20]=2)[C@H:15]([NH:26][C:32]2[CH:33]=[CH:34][C:29]([Cl:28])=[CH:30][CH:31]=2)[CH2:16][C@@H:17]1[CH3:25])(=[O:24])[CH3:23], predict the reactants needed to synthesize it. The reactants are: C([C:8]1[C:13]2=[C:14]3[C:19](=[CH:20][CH:21]=[C:12]2[O:11][C:10](=[O:27])[CH:9]=1)[N:18]([C:22](=[O:24])[CH3:23])[C@@H:17]([CH3:25])[CH2:16][C@H:15]3[NH2:26])C1C=CC=CC=1.[Cl:28][C:29]1[CH:34]=[CH:33][C:32](B(O)O)=[CH:31][CH:30]=1.C(N(CC)CC)C. (2) The reactants are: [CH3:1][C:2]1[CH:7]=[CH:6][CH:5]=[C:4]([CH3:8])[C:3]=1[NH:9][C:10](=[O:31])[CH2:11][N:12]1[CH2:17][CH2:16][N:15]([CH2:18][CH:19]([OH:30])[CH2:20][CH2:21][C:22]2[CH:27]=[CH:26][C:25](OC)=[CH:24][CH:23]=2)[CH2:14][CH2:13]1.[Cl:32]C1C=CC=CC=1CCl.COC1C=CC(CCl)=CC=1. Given the product [CH3:1][C:2]1[CH:7]=[CH:6][CH:5]=[C:4]([CH3:8])[C:3]=1[NH:9][C:10](=[O:31])[CH2:11][N:12]1[CH2:17][CH2:16][N:15]([CH2:18][CH:19]([OH:30])[CH2:20][CH2:21][C:22]2[CH:27]=[CH:26][CH:25]=[CH:24][C:23]=2[Cl:32])[CH2:14][CH2:13]1, predict the reactants needed to synthesize it. (3) Given the product [OH:11][CH2:10][C:7]1[S:6][C:5]([C:3]([OH:4])=[O:2])=[CH:9][CH:8]=1, predict the reactants needed to synthesize it. The reactants are: C[O:2][C:3]([C:5]1[S:6][C:7]([CH2:10][OH:11])=[CH:8][CH:9]=1)=[O:4].[OH-].[Na+]. (4) Given the product [Cl:1][C:2]1[N:7]=[CH:6][C:5]([C:8]2[CH:9]=[CH:10][C:11](=[O:14])[N:12]([C:16]3[CH:21]=[CH:20][CH:19]=[CH:18][N:17]=3)[N:13]=2)=[CH:4][CH:3]=1, predict the reactants needed to synthesize it. The reactants are: [Cl:1][C:2]1[N:7]=[CH:6][C:5]([C:8]2[CH2:9][CH2:10][C:11](=[O:14])[NH:12][N:13]=2)=[CH:4][CH:3]=1.Br[C:16]1[CH:21]=[CH:20][CH:19]=[CH:18][N:17]=1.C(=O)([O-])[O-].[K+].[K+]. (5) Given the product [Cl:1][C:2]1[CH:15]=[CH:14][C:5]([C@H:6]([NH2:7])[CH3:20])=[C:4]([C:16]([F:17])([F:18])[F:19])[CH:3]=1, predict the reactants needed to synthesize it. The reactants are: [Cl:1][C:2]1[CH:15]=[CH:14][C:5]([CH:6]=[N:7][S@](C(C)(C)C)=O)=[C:4]([C:16]([F:19])([F:18])[F:17])[CH:3]=1.[CH3:20][Mg]Br. (6) Given the product [CH:1]([C:3]1[CH:8]=[C:7]([C:9]2[CH:14]=[CH:13][C:12]([C:15]3[N:16]=[N:17][N:18]([CH:20]4[CH2:26][CH2:25][C:24]5[CH:27]=[CH:28][CH:29]=[CH:30][C:23]=5[N:22]([CH2:31][C:32]([F:35])([F:34])[F:33])[C:21]4=[O:36])[CH:19]=3)=[CH:11][C:10]=2[O:37][CH3:38])[CH:6]=[CH:5][N:4]=1)([CH3:39])[CH3:2], predict the reactants needed to synthesize it. The reactants are: [CH2:1]([C:3]1[CH:8]=[C:7]([C:9]2[CH:14]=[CH:13][C:12]([C:15]3[N:16]=[N:17][N:18]([CH:20]4[CH2:26][CH2:25][C:24]5[CH:27]=[CH:28][CH:29]=[CH:30][C:23]=5[N:22]([CH2:31][C:32]([F:35])([F:34])[F:33])[C:21]4=[O:36])[CH:19]=3)=[CH:11][C:10]=2[O:37][CH3:38])[CH:6]=[CH:5][N:4]=1)[CH3:2].[CH:39]([Mg]Br)(C)C.ClC1C=C(C2C=CC(C3N=NN(C4CCC5C=CC=CC=5N(CC(F)(F)F)C4=O)C=3)=CC=2OC)C=CN=1. (7) Given the product [C:23]([CH:19]1[C:13]2([CH2:18][CH2:17][CH2:16][CH2:15][CH2:14]2)[CH:4]([C:5]([O:7][CH2:26][CH3:27])=[O:6])[C:8](=[O:10])[NH:22][C:20]1=[O:21])#[N:24], predict the reactants needed to synthesize it. The reactants are: [Na].C([C:4](CC)([C:8]([O-:10])=O)[C:5]([O-:7])=[O:6])C.[C:13]1(=[C:19]([C:23]#[N:24])[C:20]([NH2:22])=[O:21])[CH2:18][CH2:17][CH2:16][CH2:15][CH2:14]1.Cl.[CH2:26](O)[CH3:27]. (8) Given the product [Br-:1].[CH2:13]([P+:15]([CH2:18][CH3:19])([CH2:16][CH3:17])[CH2:2][CH2:3][O:4][CH3:5])[CH3:14], predict the reactants needed to synthesize it. The reactants are: [Br:1][CH2:2][CH2:3][O:4][CH3:5].C1(C)C=CC=CC=1.[CH2:13]([P:15]([CH2:18][CH3:19])[CH2:16][CH3:17])[CH3:14].